From a dataset of Forward reaction prediction with 1.9M reactions from USPTO patents (1976-2016). Predict the product of the given reaction. (1) Given the reactants [CH3:1][N:2]([CH2:9][CH2:10][O:11][C:12]1[CH:25]=[CH:24][C:15]([CH:16]=[C:17]2[S:21][C:20](=[O:22])[NH:19][C:18]2=[O:23])=[CH:14][CH:13]=1)[C:3]1[CH:8]=[CH:7][CH:6]=[CH:5][N:4]=1.CN(C)C=O.C(=O)([O-])[O-].[K+].[K+].S(S([O-])=O)([O-])=O.[Na+].[Na+], predict the reaction product. The product is: [CH3:1][N:2]([CH2:9][CH2:10][O:11][C:12]1[CH:25]=[CH:24][C:15]([CH2:16][CH:17]2[S:21][C:20](=[O:22])[NH:19][C:18]2=[O:23])=[CH:14][CH:13]=1)[C:3]1[CH:8]=[CH:7][CH:6]=[CH:5][N:4]=1. (2) Given the reactants Br[CH:2]([O:10][C:11]1[CH:16]=[C:15]([Cl:17])[CH:14]=[C:13]([Cl:18])[CH:12]=1)[C:3]([O:5][C:6]([CH3:9])([CH3:8])[CH3:7])=[O:4].[CH3:19][O-:20].[Na+], predict the reaction product. The product is: [CH3:19][O:20][CH:2]([O:10][C:11]1[CH:16]=[C:15]([Cl:17])[CH:14]=[C:13]([Cl:18])[CH:12]=1)[C:3]([O:5][C:6]([CH3:9])([CH3:8])[CH3:7])=[O:4]. (3) Given the reactants [Cl:1][C:2]1[C:3](Cl)=[N:4][CH:5]=[C:6]([CH:10]=1)[C:7]([OH:9])=[O:8].I[CH2:13][CH3:14].C(=O)([O-])[O-].[K+].[K+].Cl.Cl.[CH:23]1([CH2:29][N:30]2[CH2:35][CH2:34][CH2:33][C@@H:32]([NH2:36])[CH2:31]2)[CH2:28][CH2:27][CH2:26][CH2:25][CH2:24]1, predict the reaction product. The product is: [Cl:1][C:2]1[C:3]([NH:36][C@@H:32]2[CH2:33][CH2:34][CH2:35][N:30]([CH2:29][CH:23]3[CH2:24][CH2:25][CH2:26][CH2:27][CH2:28]3)[CH2:31]2)=[N:4][CH:5]=[C:6]([CH:10]=1)[C:7]([O:9][CH2:13][CH3:14])=[O:8].